Dataset: Catalyst prediction with 721,799 reactions and 888 catalyst types from USPTO. Task: Predict which catalyst facilitates the given reaction. Reactant: [CH3:1][C:2]1([CH3:17])[CH2:7][NH:6][CH2:5][C:4]2[N:8]=[C:9]([C:11]3[CH:16]=[CH:15][CH:14]=[CH:13][N:12]=3)[O:10][C:3]1=2.CC(C1C=C(C(C)C)C(C2C=CC=CC=2P(C2CCCCC2)C2CCCCC2)=C(C(C)C)C=1)C.[Cl:52][C:53]1[CH:58]=[C:57]([F:59])[CH:56]=[CH:55][C:54]=1I. Product: [Cl:52][C:53]1[CH:58]=[C:57]([F:59])[CH:56]=[CH:55][C:54]=1[N:6]1[CH2:7][C:2]([CH3:17])([CH3:1])[C:3]2[O:10][C:9]([C:11]3[CH:16]=[CH:15][CH:14]=[CH:13][N:12]=3)=[N:8][C:4]=2[CH2:5]1. The catalyst class is: 101.